Dataset: Full USPTO retrosynthesis dataset with 1.9M reactions from patents (1976-2016). Task: Predict the reactants needed to synthesize the given product. (1) Given the product [C:2]1([C:1]2[O:12][C:11]([C@H:13]3[CH2:18][CH2:17][C@H:16]([C:19]([O:21][CH3:22])=[O:20])[CH2:15][CH2:14]3)=[N:10][N:9]=2)[CH:7]=[CH:6][CH:5]=[CH:4][CH:3]=1, predict the reactants needed to synthesize it. The reactants are: [C:1]([NH:9][NH:10][C:11]([C@H:13]1[CH2:18][CH2:17][C@H:16]([C:19]([O:21][CH3:22])=[O:20])[CH2:15][CH2:14]1)=[O:12])(=O)[C:2]1[CH:7]=[CH:6][CH:5]=[CH:4][CH:3]=1.P(Cl)(Cl)(Cl)=O. (2) Given the product [CH3:32][O:33][C:34](=[O:47])[CH2:35][CH2:36][C:37]([NH:23][CH2:22][C:19]1[CH:20]=[CH:21][C:7]2[NH:6][C:5]3[S:24][C:2]([CH3:1])=[CH:3][C:4]=3[C:10]([N:11]3[CH2:16][CH2:15][N:14]([CH3:17])[CH2:13][CH2:12]3)=[N:9][C:8]=2[CH:18]=1)=[O:38], predict the reactants needed to synthesize it. The reactants are: [CH3:1][C:2]1[S:24][C:5]2[NH:6][C:7]3[CH:21]=[CH:20][C:19]([CH2:22][NH2:23])=[CH:18][C:8]=3[N:9]=[C:10]([N:11]3[CH2:16][CH2:15][N:14]([CH3:17])[CH2:13][CH2:12]3)[C:4]=2[CH:3]=1.C(N(CC)CC)C.[CH3:32][O:33][C:34](=[O:47])[CH2:35][CH2:36][C:37](ON1C(=O)CCC1=O)=[O:38]. (3) Given the product [CH3:8][S:9]([O:25][C@H:22]1[CH2:23][CH2:24][N:20]([CH2:19][C:18]2[CH:17]=[CH:16][C:15]([CH:14]([F:13])[F:29])=[CH:28][CH:27]=2)[C:21]1=[O:26])(=[O:11])=[O:10], predict the reactants needed to synthesize it. The reactants are: C(N(CC)CC)C.[CH3:8][S:9](Cl)(=[O:11])=[O:10].[F:13][CH:14]([F:29])[C:15]1[CH:28]=[CH:27][C:18]([CH2:19][N:20]2[CH2:24][CH2:23][C@H:22]([OH:25])[C:21]2=[O:26])=[CH:17][CH:16]=1. (4) Given the product [CH3:15][C@@H:7]1[CH2:8][CH2:9][N:16]([CH2:17][CH2:18][OH:19])[CH2:6]1, predict the reactants needed to synthesize it. The reactants are: CS(O[CH2:6][C@H:7]([CH3:15])[CH2:8][CH2:9]OS(C)(=O)=O)(=O)=O.[NH2:16][CH2:17][CH2:18][OH:19].C([O-])([O-])=O.[K+].[K+].C(Cl)Cl. (5) Given the product [CH3:27][N:25]([CH3:26])[CH2:24][CH2:23][NH:22][C:20]1[CH2:21][C:15]([C:13]([N:12]([CH2:11][CH2:10][CH2:9][OH:8])[CH2:45][CH2:46][CH3:47])=[O:14])=[CH:16][C:17]2[CH:31]=[CH:30][C:29]([C:32]3[CH:37]=[CH:36][C:35]([C:38]([N:40]4[CH2:41][CH2:42][CH2:43][CH2:44]4)=[O:39])=[CH:34][CH:33]=3)=[CH:28][C:18]=2[N:19]=1, predict the reactants needed to synthesize it. The reactants are: [Si]([O:8][CH2:9][CH2:10][CH2:11][N:12]([CH2:45][CH2:46][CH3:47])[C:13]([C:15]1=[CH:16][C:17]2[CH:31]=[CH:30][C:29]([C:32]3[CH:37]=[CH:36][C:35]([C:38]([N:40]4[CH2:44][CH2:43][CH2:42][CH2:41]4)=[O:39])=[CH:34][CH:33]=3)=[CH:28][C:18]=2[N:19]=[C:20]([NH:22][CH2:23][CH2:24][N:25]([CH3:27])[CH3:26])[CH2:21]1)=[O:14])(C(C)(C)C)(C)C.Cl. (6) Given the product [Cl:19][C:20]1[CH:21]=[CH:22][C:23]([C:26]2[CH:27]=[CH:28][C:29]([C:32]#[C:33][C:2]3[CH:7]=[CH:6][C:5]([CH2:8][CH2:9][CH2:10][N:11]4[CH2:16][CH2:15][CH:14]([CH3:17])[CH2:13][CH2:12]4)=[C:4]([CH3:18])[CH:3]=3)=[N:30][CH:31]=2)=[CH:24][CH:25]=1, predict the reactants needed to synthesize it. The reactants are: I[C:2]1[CH:7]=[CH:6][C:5]([CH2:8][CH2:9][CH2:10][N:11]2[CH2:16][CH2:15][CH:14]([CH3:17])[CH2:13][CH2:12]2)=[C:4]([CH3:18])[CH:3]=1.[Cl:19][C:20]1[CH:25]=[CH:24][C:23]([C:26]2[CH:27]=[CH:28][C:29]([C:32]#[CH:33])=[N:30][CH:31]=2)=[CH:22][CH:21]=1.